From a dataset of NCI-60 drug combinations with 297,098 pairs across 59 cell lines. Regression. Given two drug SMILES strings and cell line genomic features, predict the synergy score measuring deviation from expected non-interaction effect. (1) Drug 1: CC12CCC(CC1=CCC3C2CCC4(C3CC=C4C5=CN=CC=C5)C)O. Drug 2: C1CN(CCN1C(=O)CCBr)C(=O)CCBr. Cell line: SF-539. Synergy scores: CSS=8.39, Synergy_ZIP=-5.48, Synergy_Bliss=0.111, Synergy_Loewe=1.01, Synergy_HSA=1.58. (2) Cell line: A498. Drug 1: CC1=C2C(C(=O)C3(C(CC4C(C3C(C(C2(C)C)(CC1OC(=O)C(C(C5=CC=CC=C5)NC(=O)OC(C)(C)C)O)O)OC(=O)C6=CC=CC=C6)(CO4)OC(=O)C)O)C)O. Synergy scores: CSS=18.6, Synergy_ZIP=-2.52, Synergy_Bliss=1.51, Synergy_Loewe=4.22, Synergy_HSA=3.48. Drug 2: CC1=C(N=C(N=C1N)C(CC(=O)N)NCC(C(=O)N)N)C(=O)NC(C(C2=CN=CN2)OC3C(C(C(C(O3)CO)O)O)OC4C(C(C(C(O4)CO)O)OC(=O)N)O)C(=O)NC(C)C(C(C)C(=O)NC(C(C)O)C(=O)NCCC5=NC(=CS5)C6=NC(=CS6)C(=O)NCCC[S+](C)C)O. (3) Drug 1: C1C(C(OC1N2C=NC3=C(N=C(N=C32)Cl)N)CO)O. Drug 2: CC1CCCC2(C(O2)CC(NC(=O)CC(C(C(=O)C(C1O)C)(C)C)O)C(=CC3=CSC(=N3)C)C)C. Cell line: SK-MEL-28. Synergy scores: CSS=41.7, Synergy_ZIP=-1.52, Synergy_Bliss=0.758, Synergy_Loewe=-4.28, Synergy_HSA=5.54. (4) Synergy scores: CSS=1.77, Synergy_ZIP=0.104, Synergy_Bliss=0.529, Synergy_Loewe=0.125, Synergy_HSA=-1.18. Drug 1: C1=CN(C=N1)CC(O)(P(=O)(O)O)P(=O)(O)O. Drug 2: CN(C(=O)NC(C=O)C(C(C(CO)O)O)O)N=O. Cell line: KM12. (5) Drug 1: CCCCCOC(=O)NC1=NC(=O)N(C=C1F)C2C(C(C(O2)C)O)O. Drug 2: CC1CCC2CC(C(=CC=CC=CC(CC(C(=O)C(C(C(=CC(C(=O)CC(OC(=O)C3CCCCN3C(=O)C(=O)C1(O2)O)C(C)CC4CCC(C(C4)OC)OCCO)C)C)O)OC)C)C)C)OC. Cell line: SW-620. Synergy scores: CSS=1.31, Synergy_ZIP=-0.0911, Synergy_Bliss=0.00136, Synergy_Loewe=-6.17, Synergy_HSA=-0.782.